From a dataset of Experimentally validated miRNA-target interactions with 360,000+ pairs, plus equal number of negative samples. Binary Classification. Given a miRNA mature sequence and a target amino acid sequence, predict their likelihood of interaction. (1) The miRNA is hsa-miR-4684-5p with sequence CUCUCUACUGACUUGCAACAUA. The protein sequence of the target gene is MELSQMSELMGLSVLLGLLALMATAAVARGWLRAGEERSGRPACQKANGFPPDKSSGSKKQKQYQRIRKEKPQQHNFTHRLLAAALKSHSGNISCMDFSSNGKYLATCADDRTIRIWSTKDFLQREHRSMRANVELDHATLVRFSPDCRAFIVWLANGDTLRVFKMTKREDGGYTFTATPEDFPKKHKAPVIDIGIANTGKFIMTASSDTTVLIWSLKGQVLSTINTNQMNNTHAAVSPCGRFVASCGFTPDVKVWEVCFGKKGEFQEVVRAFELKGHSAAVHSFAFSNDSRRMASVSKD.... Result: 1 (interaction). (2) The miRNA is mmu-miR-3072-3p with sequence UGCCCCCUCCAGGAAGCCUUCU. The protein sequence of the target gene is MEDEAVLDRGASFLKHVCDEEEVEGHHTIYIGVHVPKSYRRRRRHKRKAGHKEKKEKERISENYSDKSDVENADESSSSILKPLISPAAERIRFILGEEDDSPAPPQLFTELDELLAVDGQEMEWKETARWIKFEEKVEQGGERWSKPHVATLSLHSLFELRTCMEKGSIMLDREASSLPQLVEMIADHQIETGLLKPDLKDKVTYTLLRKHRHQTKKSNLRSLADIGKTVSSASRMFSNPDNGSPAMTHRNLTSSSLNDISDKPEKDQLKNKFMKKLPRDAEASNVLVGEVDFLDTPFI.... Result: 0 (no interaction). (3) The miRNA is mmu-miR-582-3p with sequence UAACCUGUUGAACAACUGAAC. The protein sequence of the target gene is MAALTRNPQFQKLLEWHRANSANLKLRELFEADPERFNNFSLNLNTNHGHILVDYSKNLVNKEVMQMLVELAKSRGVEAARDNMFSGSKINYTENRAVLHVALRNRSNTPIKVDGKDVMPEVNRVLDKMKSFCQRVRSGDWKGYTGKSITDIINIGIGGSDLGPLMVTEALKPYSKGGPRVWFVSNIDGTHIAKTLASLSPETSLFIIASKTFTTQETITNAETAKEWFLEAAKDPSAVAKHFVALSTNTAKVKEFGIDPQNMFEFWDWVGGRYSLWSAIGLSIALHVGFDHFEQLLSGA.... Result: 1 (interaction). (4) The miRNA is hsa-miR-670-3p with sequence UUUCCUCAUAUUCAUUCAGGA. The protein sequence of the target gene is MGDMANSSIEFHPKPQQQRDVPQAGGFGCTLAELRTLMELRGAEALQKIEEAYGDVSGLCRRLKTSPTEGLADNTNDLEKRRQIYGQNFIPPKQPKTFLQLVWEALQDVTLIILEVAAIVSLGLSFYAPPGEESEACGNVSGGAEDEGEAEAGWIEGAAILLSVICVVLVTAFNDWSKEKQFRGLQSRIEQEQKFTVIRNGQLLQVPVAALVVGDIAQVKYGDLLPADGVLIQANDLKIDESSLTGESDHVRKSADKDPMLLSGTHVMEGSGRMVVTAVGVNSQTGIIFTLLGAGGEEEE.... Result: 1 (interaction). (5) The miRNA is hsa-miR-3117-3p with sequence AUAGGACUCAUAUAGUGCCAG. The protein sequence of the target gene is MAAEAPSGGEAPVCDSGRSDAICNFVICNDSPLRGQPIIFNPDFFVEKLRHEKPEVFTELVVSNITRLIDLPGTELAQLMGEVDLKLPGGAGPAAGFFRSLMSLKRKEKGVVFGSPLTEEGIAQIYQLIEYLHKNLRVEGLFRVPGNSVRQQLLRDALNNGTDIDLDSGEFHSNDVATLLKMFLGELPEPLLTHKHFHVHLKIADLMQFDDKGNKTNIPDKERQIEALQLLFLILPPANRNLLKLLLDLLYQTAKKQDKNKMSAHNLALMFAPHVLWPKNVTANDLQENIIKLNTGMAFM.... Result: 0 (no interaction). (6) The miRNA is hsa-miR-4784 with sequence UGAGGAGAUGCUGGGACUGA. The protein sequence of the target gene is MRPKRLGRCCAGSRLGPGDPAALTCAPSPSASPAPEPSAQPQARGTGQRVGSRATSGSQFLSEARTGARPASEAGAKAGARRPSAFSAIQGDVRSMPDNSDAPWTRFVFQGPFGSRATGRGTGKAAGIWKTPAAYVGRRPGVSGPERAAFIRELEEALCPNLPPPVKKITQEDVKVMLYLLEELLPPVWESVTYGMVLQRERDLNTAARIGQSLVKQNSVLMEENSKLEALLGSAKEEILYLRHQVNLRDELLQLYSDSDEEDEDEEEEEEEKEAEEEQEEEEAEEDLQCAHPCDAPKLI.... Result: 1 (interaction). (7) The miRNA is hsa-miR-5680 with sequence GAGAAAUGCUGGACUAAUCUGC. The protein sequence of the target gene is MDDWKSRLVIKSMLPHFAMVGNRQEPRKLQESGKKPSWMEEEDLSFLYKSSPGRKHQGTVKRRQEEDHFQFPDMADGGYPNKIKRPCLEDVTLAMGPGAHPSTACAELQVPPLTINPSPAAMGVAGQSLLLENNPMNGNIMGSPFVVPQTTEVGLKGPTVPYYEKINSVPAVDQELQELLEELTKIQDPSPNELDLEKILGTKPEEPLVLDHPQATLSTTPKPSVQMSHLESLASSKEFASSCSQVTGMSLQIPSSSTGISYSIPSTSKQIVSPSSSMAQSKSQVQAMLPVALPPLPVPQ.... Result: 0 (no interaction). (8) The miRNA is mmu-miR-378a-3p with sequence ACUGGACUUGGAGUCAGAAGG. The protein sequence of the target gene is MPKPINVRVTTMDAELEFAIQPNTTGKQLFDQVVKTIGLREVWYFGLQYVDNKGFPTWLKLDKKVSAQEVRKENPVQFKFRAKFYPEDVAEELIQDITQKLFFLQVKDGILSDEIYCPPETAVLLGSYAVQAKFGDYNKEMHKSGYLSSERLIPQRVMDQHKLSRDQWEDRIQVWHAEHRGMLKDSAMLEYLKIAQDLEMYGINYFEIKNKKGTDLWLGVDALGLNIYEKDDKLTPKIGFPWSEIRNISFNDKKFVIKPIDKKAPDFVFYAPRLRINKRILQLCMGNHELYMRRRKPDTI.... Result: 0 (no interaction).